From a dataset of Forward reaction prediction with 1.9M reactions from USPTO patents (1976-2016). Predict the product of the given reaction. (1) Given the reactants [NH:1]1[CH:5]=[C:4]([C:6]([O:8][CH2:9][CH3:10])=[O:7])[CH:3]=[N:2]1.[OH-].[Na+].[Cl:13][CH:14](Cl)[CH3:15], predict the reaction product. The product is: [Cl:13][CH2:14][CH2:15][N:1]1[CH:5]=[C:4]([C:6]([O:8][CH2:9][CH3:10])=[O:7])[CH:3]=[N:2]1. (2) The product is: [CH:5]1([CH2:10][NH:4][CH2:3][CH2:2][OH:1])[CH2:9][CH2:8][CH2:7][CH2:6]1. Given the reactants [OH:1][CH2:2][CH2:3][NH2:4].[CH:5]1([CH2:10]Br)[CH2:9][CH2:8][CH2:7][CH2:6]1, predict the reaction product. (3) Given the reactants [CH:1]([O:8][CH2:9][CH3:10])(OCC)OCC.C(O[C@@H:15]1[C@H:21]2[C@H:22]3[C@H:31]([CH2:32][CH2:33][C@:18]2([CH2:19][CH3:20])[C:17](=[O:35])[CH2:16]1)[C@@H:30]1[C:25](=[CH:26]C(=O)[CH2:28][CH2:29]1)[CH2:24][CH2:23]3)(=O)C.C(N(CC)CC)C.O, predict the reaction product. The product is: [CH2:9]([O:8][C:1]1[CH2:28][CH2:29][C@H:30]2[C:25](=[CH:24][CH2:23][C@@H:22]3[C@@H:31]2[CH2:32][CH2:33][C@@:18]2([CH2:19][CH3:20])[C@H:21]3[CH:15]=[CH:16][C:17]2=[O:35])[CH:26]=1)[CH3:10]. (4) The product is: [CH3:1][C:2]1[C:8]([OH:9])=[C:7]([O:10][CH3:11])[C:6]([O:12][CH3:13])=[C:4]([OH:5])[C:3]=1[CH2:14]/[CH:15]=[C:16](/[CH2:18][CH2:19][CH:20]=[C:21]([CH3:23])[CH3:22])\[CH3:17]. Given the reactants [CH3:1][C:2]1[C:8](=[O:9])[C:7]([O:10][CH3:11])=[C:6]([O:12][CH3:13])[C:4](=[O:5])[C:3]=1[CH2:14]/[CH:15]=[C:16](/[CH2:18][CH2:19]/[CH:20]=[C:21](/[CH2:23]C/C=C(/CC/C=C(/CC/C=C(/CC/C=C(/CC/C=C(/CC/C=C(/CC/C=C(/CCC=C(C)C)\C)\C)\C)\C)\C)\C)\C)\[CH3:22])\[CH3:17].[O-]S([O-])(=S)=O.[Na+].[Na+], predict the reaction product.